Dataset: Full USPTO retrosynthesis dataset with 1.9M reactions from patents (1976-2016). Task: Predict the reactants needed to synthesize the given product. Given the product [CH2:1]([C:3]1[CH:26]=[CH:25][C:6]2[N:7]=[C:8]([NH:10][C:11]3[CH:16]=[C:15]([CH2:17][C:18]4[CH:23]=[CH:22][CH:21]=[CH:20][CH:19]=4)[N:14]=[C:13]([NH:27][C:28]4[CH:29]=[CH:30][C:31]([CH2:34][CH2:35][C:36]([OH:38])=[O:37])=[CH:32][CH:33]=4)[N:12]=3)[S:9][C:5]=2[CH:4]=1)[CH3:2], predict the reactants needed to synthesize it. The reactants are: [CH2:1]([C:3]1[CH:26]=[CH:25][C:6]2[N:7]=[C:8]([NH:10][C:11]3[CH:16]=[C:15]([CH2:17][C:18]4[CH:23]=[CH:22][CH:21]=[CH:20][CH:19]=4)[N:14]=[C:13](F)[N:12]=3)[S:9][C:5]=2[CH:4]=1)[CH3:2].[NH2:27][C:28]1[CH:33]=[CH:32][C:31]([CH2:34][CH2:35][C:36]([OH:38])=[O:37])=[CH:30][CH:29]=1.